Predict which catalyst facilitates the given reaction. From a dataset of Catalyst prediction with 721,799 reactions and 888 catalyst types from USPTO. Reactant: FC(F)(F)C(O)=O.FC(F)(F)C(O)=O.[Cl:15][C:16]1[C:17]([N:29]2[CH2:34][CH2:33][NH:32][CH2:31][CH2:30]2)=[N:18][CH:19]=[C:20]([C:22]2[O:23][C:24]([CH2:27][CH3:28])=[CH:25][N:26]=2)[CH:21]=1.CCN(C(C)C)C(C)C.[C:44]1([S:50]([N:53]=[C:54]=[O:55])(=[O:52])=[O:51])[CH:49]=[CH:48][CH:47]=[CH:46][CH:45]=1.CC(O)=O. Product: [Cl:15][C:16]1[C:17]([N:29]2[CH2:34][CH2:33][N:32]([C:54]([NH:53][S:50]([C:44]3[CH:45]=[CH:46][CH:47]=[CH:48][CH:49]=3)(=[O:52])=[O:51])=[O:55])[CH2:31][CH2:30]2)=[N:18][CH:19]=[C:20]([C:22]2[O:23][C:24]([CH2:27][CH3:28])=[CH:25][N:26]=2)[CH:21]=1. The catalyst class is: 2.